From a dataset of Full USPTO retrosynthesis dataset with 1.9M reactions from patents (1976-2016). Predict the reactants needed to synthesize the given product. (1) The reactants are: [O:1]=[C:2]1[NH:7][C:6]2([CH2:12][CH2:11][N:10](C(OC(C)(C)C)=O)[CH2:9][CH2:8]2)[NH:5][C:4]2[CH:20]=[C:21]([C:23]3[CH:28]=[CH:27][N:26]=[CH:25][CH:24]=3)[S:22][C:3]1=2.FC(F)(F)C(O)=O.C(=O)([O-])O.[Na+].C(OCC)(=O)C. Given the product [N:26]1[CH:27]=[CH:28][C:23]([C:21]2[S:22][C:3]3[C:2](=[O:1])[NH:7][C:6]4([CH2:12][CH2:11][NH:10][CH2:9][CH2:8]4)[NH:5][C:4]=3[CH:20]=2)=[CH:24][CH:25]=1, predict the reactants needed to synthesize it. (2) Given the product [NH2:1][C:2]1[N:3]=[C:4]([CH3:35])[C:5]2=[C:6]([CH2:8][C@H:9]([C:20]3[CH:25]=[CH:24][C:23]([F:26])=[CH:22][C:21]=3[C:27]3[CH:32]=[CH:31][CH:30]=[C:29]([O:33][CH3:34])[N:28]=3)[NH:10]/[C:11]/2=[N:12]\[O:13][CH:14]([CH2:18][CH2:17][OH:16])[C:15]([NH2:36])=[O:19])[N:7]=1, predict the reactants needed to synthesize it. The reactants are: [NH2:1][C:2]1[N:3]=[C:4]([CH3:35])[C:5]2=[C:6]([CH2:8][C@H:9]([C:20]3[CH:25]=[CH:24][C:23]([F:26])=[CH:22][C:21]=3[C:27]3[CH:32]=[CH:31][CH:30]=[C:29]([O:33][CH3:34])[N:28]=3)[NH:10]/[C:11]/2=[N:12]\[O:13][CH:14]2[CH2:18][CH2:17][O:16][C:15]2=[O:19])[N:7]=1.[NH3:36].CO. (3) Given the product [C:1]([Si:5]([C:35]1[CH:40]=[CH:39][CH:38]=[CH:37][CH:36]=1)([C:41]1[CH:42]=[CH:43][CH:44]=[CH:45][CH:46]=1)[O:6][CH2:7][C:8]([NH:12][C:13]([C:15]1[N:19]2[CH:20]=[CH:21][CH:22]=[C:23]([O:24][CH2:25][C:26]3[C:31]([F:32])=[CH:30][CH:29]=[CH:28][C:27]=3[F:33])[C:18]2=[N:17][C:16]=1[CH3:34])=[O:14])([C:10]1[N:51]=[N:52][NH:53][N:11]=1)[CH3:9])([CH3:2])([CH3:3])[CH3:4], predict the reactants needed to synthesize it. The reactants are: [C:1]([Si:5]([C:41]1[CH:46]=[CH:45][CH:44]=[CH:43][CH:42]=1)([C:35]1[CH:40]=[CH:39][CH:38]=[CH:37][CH:36]=1)[O:6][CH2:7][C:8]([NH:12][C:13]([C:15]1[N:19]2[CH:20]=[CH:21][CH:22]=[C:23]([O:24][CH2:25][C:26]3[C:31]([F:32])=[CH:30][CH:29]=[CH:28][C:27]=3[F:33])[C:18]2=[N:17][C:16]=1[CH3:34])=[O:14])([C:10]#[N:11])[CH3:9])([CH3:4])([CH3:3])[CH3:2].C[Sn]([N:51]=[N+:52]=[N-:53])(C)C.Cl.[OH-].[Na+]. (4) Given the product [CH2:31]([N:38]1[CH2:43][CH2:42][C:41]([CH2:14][C:13]([CH2:16][NH:17][C:18]2[CH:30]=[CH:29][C:21]([C:22]([O:24][C:25]([CH3:26])([CH3:28])[CH3:27])=[O:23])=[CH:20][CH:19]=2)=[O:15])([OH:44])[CH2:40][CH2:39]1)[C:32]1[CH:33]=[CH:34][CH:35]=[CH:36][CH:37]=1, predict the reactants needed to synthesize it. The reactants are: C([Li])CCC.C(NC(C)C)(C)C.[C:13]([CH2:16][NH:17][C:18]1[CH:30]=[CH:29][C:21]([C:22]([O:24][C:25]([CH3:28])([CH3:27])[CH3:26])=[O:23])=[CH:20][CH:19]=1)(=[O:15])[CH3:14].[CH2:31]([N:38]1[CH2:43][CH2:42][C:41](=[O:44])[CH2:40][CH2:39]1)[C:32]1[CH:37]=[CH:36][CH:35]=[CH:34][CH:33]=1. (5) The reactants are: Br[C:2]1[N:7]=[CH:6][C:5]([CH2:8][OH:9])=[CH:4][CH:3]=1.[Br:10][C:11]1[CH:16]=[CH:15][C:14](B(O)O)=[CH:13][CH:12]=1. Given the product [Br:10][C:11]1[CH:16]=[CH:15][C:14]([C:2]2[N:7]=[CH:6][C:5]([CH2:8][OH:9])=[CH:4][CH:3]=2)=[CH:13][CH:12]=1, predict the reactants needed to synthesize it. (6) Given the product [Br:1][C:2]1[CH:3]=[CH:4][C:5]([O:10][CH2:11][CH2:12][CH2:13][CH2:14][CH2:15][CH2:16][CH2:17][CH3:18])=[C:6]([CH:9]=1)[CH2:7][O:8][Si:28]([C:24]([CH3:27])([CH3:26])[CH3:25])([CH3:31])[CH3:30], predict the reactants needed to synthesize it. The reactants are: [Br:1][C:2]1[CH:3]=[CH:4][C:5]([O:10][CH2:11][CH2:12][CH2:13][CH2:14][CH2:15][CH2:16][CH2:17][CH3:18])=[C:6]([CH:9]=1)[CH2:7][OH:8].N1C=CN=C1.[C:24]([Si:28]([CH3:31])([CH3:30])Cl)([CH3:27])([CH3:26])[CH3:25].C(=O)([O-])O.[Na+]. (7) Given the product [CH2:18]([O:17][C:15]([N:8]1[CH2:9][CH:10]=[CH:11][CH2:12][CH2:13]1)=[O:16])[C:19]1[CH:24]=[CH:23][CH:22]=[CH:21][CH:20]=1, predict the reactants needed to synthesize it. The reactants are: C(N(CC)CC)C.[NH:8]1[CH2:13][CH:12]=[CH:11][CH2:10][CH2:9]1.Cl[C:15]([O:17][CH2:18][C:19]1[CH:24]=[CH:23][CH:22]=[CH:21][CH:20]=1)=[O:16]. (8) Given the product [F:1][C:2]1[CH:7]=[C:6]([CH:5]=[CH:4][C:3]=1[N:11]1[CH2:16][C@@H:15]([CH3:17])[N:14]([CH3:18])[CH2:13][C@@H:12]1[CH3:19])[NH2:8], predict the reactants needed to synthesize it. The reactants are: [F:1][C:2]1[CH:7]=[C:6]([N+:8]([O-])=O)[CH:5]=[CH:4][C:3]=1[N:11]1[CH2:16][C@@H:15]([CH3:17])[N:14]([CH3:18])[CH2:13][C@@H:12]1[CH3:19]. (9) Given the product [F:32][C:2]([F:1])([F:31])[C:3]1[CH:8]=[CH:7][CH:6]=[CH:5][C:4]=1[NH:9][C:10](=[O:30])[O:11][CH2:12][C@H:13]1[CH2:17][C@@H:16]([NH:18][S:19]([C:22]2[CH:27]=[C:26]([Br:28])[CH:25]=[CH:24][C:23]=2[Br:29])(=[O:20])=[O:21])[CH2:15][N:14]1[C:34]#[N:35], predict the reactants needed to synthesize it. The reactants are: [F:1][C:2]([F:32])([F:31])[C:3]1[CH:8]=[CH:7][CH:6]=[CH:5][C:4]=1[NH:9][C:10](=[O:30])[O:11][CH2:12][C@H:13]1[CH2:17][C@@H:16]([NH:18][S:19]([C:22]2[CH:27]=[C:26]([Br:28])[CH:25]=[CH:24][C:23]=2[Br:29])(=[O:21])=[O:20])[CH2:15][NH:14]1.C[CH2:34][N:35](C(C)C)C(C)C.BrC#N.C(O)C(N)(CO)CO. (10) Given the product [F:26][C:20]1[CH:21]=[C:22]([F:25])[CH:23]=[CH:24][C:19]=1[C:16]1[CH:15]=[CH:14][C:13]([C@@H:11]([N:7]2[CH2:6][CH2:5][C:4]([CH2:1][CH2:2][OH:30])([CH:27]([CH3:29])[CH3:28])[O:9][C:8]2=[O:10])[CH3:12])=[CH:18][CH:17]=1, predict the reactants needed to synthesize it. The reactants are: [CH2:1]([C:4]1([CH:27]([CH3:29])[CH3:28])[O:9][C:8](=[O:10])[N:7]([C@H:11]([C:13]2[CH:18]=[CH:17][C:16]([C:19]3[CH:24]=[CH:23][C:22]([F:25])=[CH:21][C:20]=3[F:26])=[CH:15][CH:14]=2)[CH3:12])[CH2:6][CH2:5]1)[CH:2]=C.[O:30]=[O+][O-].[BH4-].[Na+].